Predict the reactants needed to synthesize the given product. From a dataset of Full USPTO retrosynthesis dataset with 1.9M reactions from patents (1976-2016). (1) Given the product [C:19]([O:14][CH2:13][CH2:12][CH2:11][CH2:10][CH2:9][CH2:8][O:7][C:6]1[CH:15]=[CH:16][C:3]([CH:1]=[O:2])=[CH:4][C:5]=1[O:17][CH3:18])(=[O:21])[CH3:20], predict the reactants needed to synthesize it. The reactants are: [CH:1]([C:3]1[CH:16]=[CH:15][C:6]([O:7][CH2:8][CH2:9][CH2:10][CH2:11][CH2:12][CH2:13][OH:14])=[C:5]([O:17][CH3:18])[CH:4]=1)=[O:2].[C:19](OC(=O)C)(=[O:21])[CH3:20]. (2) The reactants are: [C:1]([C:3]1[CH:8]=[CH:7][C:6]([CH2:9][CH2:10][N:11]2[CH2:16][CH2:15][C:14]([CH2:18][S:19]([C:21]3[CH:30]=[CH:29][C:24]([C:25]([O:27]C)=[O:26])=[CH:23][CH:22]=3)=[O:20])([OH:17])[CH2:13][CH2:12]2)=[CH:5][CH:4]=1)#[N:2].O1CCCC1.C[Si](C)(C)[O-].[K+].[Cl:42]CCl. Given the product [ClH:42].[C:1]([C:3]1[CH:4]=[CH:5][C:6]([CH2:9][CH2:10][N:11]2[CH2:12][CH2:13][C:14]([CH2:18][S:19]([C:21]3[CH:22]=[CH:23][C:24]([C:25]([OH:27])=[O:26])=[CH:29][CH:30]=3)=[O:20])([OH:17])[CH2:15][CH2:16]2)=[CH:7][CH:8]=1)#[N:2], predict the reactants needed to synthesize it. (3) Given the product [C:21]([O:20][C:18]([N:1]1[C:5]2[CH:6]=[CH:7][CH:8]=[C:9]([CH2:10][OH:11])[C:4]=2[N:3]=[CH:2]1)=[O:17])([CH3:24])([CH3:23])[CH3:22], predict the reactants needed to synthesize it. The reactants are: [NH:1]1[C:5]2[CH:6]=[CH:7][CH:8]=[C:9]([CH2:10][OH:11])[C:4]=2[N:3]=[CH:2]1.C(=O)(O)[O-].[Na+].[O:17](C(OC(C)(C)C)=O)[C:18]([O:20][C:21]([CH3:24])([CH3:23])[CH3:22])=O. (4) The reactants are: C1C=C(Cl)C=C(C(OO)=[O:9])C=1.[Br:12][C:13]1[CH:18]=[N:17][CH:16]=[C:15]2[NH:19][N:20]=[CH:21][C:14]=12. Given the product [Br:12][C:13]1[CH:18]=[N+:17]([O-:9])[CH:16]=[C:15]2[NH:19][N:20]=[CH:21][C:14]=12, predict the reactants needed to synthesize it.